From a dataset of Reaction yield outcomes from USPTO patents with 853,638 reactions. Predict the reaction yield, written as a fraction of the theoretical maximum amount of product (1.0 means a 100% yield; for example, 0.34 means a 34% yield). (1) The reactants are [C:1]([C:3]1[CH:8]=[CH:7][CH:6]=[CH:5][C:4]=1[C:9]1[CH:14]=[CH:13][C:12]([CH2:15][CH:16]([C:22](=O)[CH2:23][CH2:24][CH3:25])[C:17](OCC)=[O:18])=[C:11]([F:27])[CH:10]=1)#[N:2].[O:28]1[C:32]2([CH2:37][CH2:36][CH:35]([NH:38][C:39]3[NH:43][C:42]([CH3:44])=[N:41][N:40]=3)[CH2:34][CH2:33]2)[O:31][CH2:30][CH2:29]1. No catalyst specified. The product is [O:28]1[C:32]2([CH2:33][CH2:34][CH:35]([N:38]3[C:17](=[O:18])[C:16]([CH2:15][C:12]4[CH:13]=[CH:14][C:9]([C:4]5[C:3]([C:1]#[N:2])=[CH:8][CH:7]=[CH:6][CH:5]=5)=[CH:10][C:11]=4[F:27])=[C:22]([CH2:23][CH2:24][CH3:25])[N:40]4[N:41]=[C:42]([CH3:44])[N:43]=[C:39]34)[CH2:36][CH2:37]2)[O:31][CH2:30][CH2:29]1. The yield is 0.280. (2) The reactants are [NH:1]1[C:9]2[C:4](=[CH:5][CH:6]=[CH:7][CH:8]=2)[C:3]([CH2:10][N:11]2[CH2:16][CH2:15][CH2:14][C:13]3([CH2:21][CH2:20][NH:19][CH2:18][CH2:17]3)[C:12]2=[O:22])=[CH:2]1.Cl[C:24]1[CH:25]=[C:26]([CH:29]=[CH:30][N:31]=1)[C:27]#[N:28].CCN(C(C)C)C(C)C. The product is [NH:1]1[C:9]2[C:4](=[CH:5][CH:6]=[CH:7][CH:8]=2)[C:3]([CH2:10][N:11]2[CH2:16][CH2:15][CH2:14][C:13]3([CH2:21][CH2:20][N:19]([C:24]4[CH:25]=[C:26]([CH:29]=[CH:30][N:31]=4)[C:27]#[N:28])[CH2:18][CH2:17]3)[C:12]2=[O:22])=[CH:2]1. The yield is 0.460. The catalyst is C(O)C.CN(C1C=CN=CC=1)C. (3) The reactants are [CH2:1]([O:3][C:4]1[CH:9]=[C:8]([O:10]CC2C=CC(OC)=CC=2)[N:7]=[CH:6][C:5]=1[C:20]1[CH:25]=[CH:24][C:23]([CH2:26][C:27]([NH:29][C:30]2[O:34][N:33]=[C:32]([C:35]([CH3:41])([CH3:40])[C:36]([F:39])([F:38])[F:37])[CH:31]=2)=[O:28])=[C:22]([F:42])[CH:21]=1)[CH3:2].C(O)(C(F)(F)F)=O. The catalyst is C(Cl)Cl. The product is [CH2:1]([O:3][C:4]1[C:5]([C:20]2[CH:25]=[CH:24][C:23]([CH2:26][C:27]([NH:29][C:30]3[O:34][N:33]=[C:32]([C:35]([CH3:41])([CH3:40])[C:36]([F:38])([F:39])[F:37])[CH:31]=3)=[O:28])=[C:22]([F:42])[CH:21]=2)=[CH:6][NH:7][C:8](=[O:10])[CH:9]=1)[CH3:2]. The yield is 0.367.